From a dataset of Reaction yield outcomes from USPTO patents with 853,638 reactions. Predict the reaction yield, written as a fraction of the theoretical maximum amount of product (1.0 means a 100% yield; for example, 0.34 means a 34% yield). (1) The reactants are [OH:1][CH2:2][CH2:3][CH2:4][CH2:5][CH2:6][C:7]([O-:9])=[O:8].[K+:10].[OH-].[K+].C1(=O)OCCCCC1. The catalyst is CO. The product is [OH:1][CH2:2][CH2:3][CH2:4][CH2:5][CH2:6][C:7]([O-:9])=[O:8].[K+:10]. The yield is 0.950. (2) The reactants are Br[C:2]1[C:3]([NH2:9])=[N:4][CH:5]=[C:6]([Br:8])[N:7]=1.[NH:10]1[C:18]2[C:13](=[CH:14][C:15]([NH2:19])=[CH:16][CH:17]=2)[CH:12]=[CH:11]1.C(N(C(C)C)CC)(C)C. The catalyst is CCO. The product is [Br:8][C:6]1[N:7]=[C:2]([NH:19][C:15]2[CH:14]=[C:13]3[C:18](=[CH:17][CH:16]=2)[NH:10][CH:11]=[CH:12]3)[C:3]([NH2:9])=[N:4][CH:5]=1. The yield is 0.420. (3) The reactants are [CH3:1][N:2]1[CH:11]=[C:10](B2OC(C)(C)C(C)(C)O2)[C:9]2[C:4](=[CH:5][CH:6]=[CH:7][CH:8]=2)[C:3]1=[O:21].Br[C:23]1[CH:28]=[C:27]([S:29]([CH3:32])(=[O:31])=[O:30])[CH:26]=[CH:25][C:24]=1[NH:33][CH:34]1[CH2:38][CH2:37][O:36][CH2:35]1.[O-]P([O-])([O-])=O.[K+].[K+].[K+]. The catalyst is O1CCOCC1.O.C1C=CC(P(C2C=CC=CC=2)[C-]2C=CC=C2)=CC=1.C1C=CC(P(C2C=CC=CC=2)[C-]2C=CC=C2)=CC=1.Cl[Pd]Cl.[Fe+2]. The product is [CH3:1][N:2]1[CH:11]=[C:10]([C:23]2[CH:28]=[C:27]([S:29]([CH3:32])(=[O:31])=[O:30])[CH:26]=[CH:25][C:24]=2[NH:33][CH:34]2[CH2:38][CH2:37][O:36][CH2:35]2)[C:9]2[C:4](=[CH:5][CH:6]=[CH:7][CH:8]=2)[C:3]1=[O:21]. The yield is 0.401. (4) The reactants are [C:1]1([CH2:11][C:12]#[N:13])[C:10]2[C:5](=[CH:6][CH:7]=[CH:8][CH:9]=2)[CH:4]=[CH:3][CH:2]=1.[H-].[Al+3].[Li+].[H-].[H-].[H-].O.[OH-].[Na+]. The catalyst is C(OCC)C. The product is [C:1]1([CH2:11][CH2:12][NH2:13])[C:10]2[C:5](=[CH:6][CH:7]=[CH:8][CH:9]=2)[CH:4]=[CH:3][CH:2]=1. The yield is 0.400. (5) The reactants are [OH:1][CH2:2][C:3]1[CH:11]=[C:10]2[N:6]([CH2:7][CH2:8][CH2:9]2)[C:5](=[O:12])[CH:4]=1.I(C1C=CC=CC=1C(O)=O)(=O)=O. The catalyst is CC(C)=O. The product is [O:12]=[C:5]1[CH:4]=[C:3]([CH:2]=[O:1])[CH:11]=[C:10]2[N:6]1[CH2:7][CH2:8][CH2:9]2. The yield is 1.01. (6) The reactants are [CH3:1][O:2][C:3]1[CH:8]=[CH:7][C:6]([Mg]Br)=[CH:5][CH:4]=1.[N:11]12[CH2:18][CH2:17][C:14]([C:19]([O:21]CC)=O)([CH2:15][CH2:16]1)[CH2:13][CH2:12]2. The catalyst is C1COCC1. The product is [N:11]12[CH2:12][CH2:13][C:14]([C:19]([C:6]3[CH:7]=[CH:8][C:3]([O:2][CH3:1])=[CH:4][CH:5]=3)([C:6]3[CH:7]=[CH:8][C:3]([O:2][CH3:1])=[CH:4][CH:5]=3)[OH:21])([CH2:15][CH2:16]1)[CH2:17][CH2:18]2. The yield is 0.890.